This data is from Forward reaction prediction with 1.9M reactions from USPTO patents (1976-2016). The task is: Predict the product of the given reaction. (1) Given the reactants [OH:1][C@@H:2]([C:28]1[CH:32]=[CH:31][S:30][CH:29]=1)[CH2:3][N:4]([CH2:17][C@H:18]([NH:20]C(=O)OC(C)(C)C)[CH3:19])[S:5]([C:8]1[CH:13]=[CH:12][CH:11]=[CH:10][C:9]=1[N+:14]([O-:16])=[O:15])(=[O:7])=[O:6].FC(F)(F)C(O)=O, predict the reaction product. The product is: [NH2:20][C@H:18]([CH3:19])[CH2:17][N:4]([CH2:3][C@@H:2]([OH:1])[C:28]1[CH:32]=[CH:31][S:30][CH:29]=1)[S:5]([C:8]1[CH:13]=[CH:12][CH:11]=[CH:10][C:9]=1[N+:14]([O-:16])=[O:15])(=[O:6])=[O:7]. (2) The product is: [Br:15][C:16]1[CH:21]=[CH:20][C:19]([CH:22]2[CH2:9][C:8]([C:6]3[CH:5]=[C:4]([Cl:14])[CH:3]=[C:2]([Cl:1])[CH:7]=3)([C:10]([F:11])([F:13])[F:12])[CH:24]=[N:23]2)=[CH:18][C:17]=1[CH3:25]. Given the reactants [Cl:1][C:2]1[CH:7]=[C:6]([C:8]([C:10]([F:13])([F:12])[F:11])=[CH2:9])[CH:5]=[C:4]([Cl:14])[CH:3]=1.[Br:15][C:16]1[CH:21]=[CH:20][C:19]([CH2:22][N+:23]#[C-:24])=[CH:18][C:17]=1[CH3:25], predict the reaction product. (3) Given the reactants [OH:1][C:2]1[CH:7]=[CH:6][C:5]([C:8]2[CH:13]=[CH:12][CH:11]=[CH:10][CH:9]=2)=[CH:4][CH:3]=1.C(=O)([O-])[O-].[K+].[K+].Br[CH2:21][CH2:22][CH2:23][CH2:24][CH2:25][CH2:26][C:27]#[N:28].O, predict the reaction product. The product is: [C:5]1([C:8]2[CH:13]=[CH:12][CH:11]=[CH:10][CH:9]=2)[CH:4]=[CH:3][C:2]([O:1][CH2:21][CH2:22][CH2:23][CH2:24][CH2:25][CH2:26][C:27]#[N:28])=[CH:7][CH:6]=1. (4) Given the reactants [Cl:1][C:2]1[CH:7]=[CH:6][C:5]([CH2:8][C@@H:9]([NH:33][C:34]([C@@H:36]2[CH2:45][C:44]3[C:39](=[CH:40][CH:41]=[CH:42][CH:43]=3)[CH2:38][N:37]2C(OC(C)(C)C)=O)=[O:35])[C:10]([N:12]2[CH2:17][CH2:16][CH:15]([C:18]3[CH:23]=[CH:22][CH:21]=[CH:20][C:19]=3[N:24]([CH2:29][CH:30]3[CH2:32][CH2:31]3)[S:25]([CH3:28])(=[O:27])=[O:26])[CH2:14][CH2:13]2)=[O:11])=[CH:4][CH:3]=1.Cl, predict the reaction product. The product is: [Cl:1][C:2]1[CH:7]=[CH:6][C:5]([CH2:8][C@@H:9]([NH:33][C:34]([C@@H:36]2[CH2:45][C:44]3[C:39](=[CH:40][CH:41]=[CH:42][CH:43]=3)[CH2:38][NH:37]2)=[O:35])[C:10]([N:12]2[CH2:13][CH2:14][CH:15]([C:18]3[CH:23]=[CH:22][CH:21]=[CH:20][C:19]=3[N:24]([CH2:29][CH:30]3[CH2:31][CH2:32]3)[S:25]([CH3:28])(=[O:26])=[O:27])[CH2:16][CH2:17]2)=[O:11])=[CH:4][CH:3]=1.